Task: Predict the product of the given reaction.. Dataset: Forward reaction prediction with 1.9M reactions from USPTO patents (1976-2016) (1) Given the reactants Br[C:2]1[CH:3]=[C:4]2[C:9](=[CH:10][CH:11]=1)[N:8]=[C:7]([CH3:12])[C:6]([C:13]([O:15][CH2:16][CH3:17])=[O:14])=[CH:5]2.[Cl:18][C:19]1[CH:24]=[CH:23][CH:22]=[C:21]([Cl:25])[C:20]=1[C:26]1[C:30]([CH2:31][O:32][C:33]2[CH:38]=[CH:37][C:36](B3OC(C)(C)C(C)(C)O3)=[CH:35][CH:34]=2)=[C:29]([CH:48]([CH3:50])[CH3:49])[O:28][N:27]=1.C1(P(C2C=CC=CC=2)C2C=CC=CC=2)C=CC=CC=1.P([O-])([O-])([O-])=O.[K+].[K+].[K+], predict the reaction product. The product is: [Cl:25][C:21]1[CH:22]=[CH:23][CH:24]=[C:19]([Cl:18])[C:20]=1[C:26]1[C:30]([CH2:31][O:32][C:33]2[CH:34]=[CH:35][C:36]([C:2]3[CH:3]=[C:4]4[C:9](=[CH:10][CH:11]=3)[N:8]=[C:7]([CH3:12])[C:6]([C:13]([O:15][CH2:16][CH3:17])=[O:14])=[CH:5]4)=[CH:37][CH:38]=2)=[C:29]([CH:48]([CH3:50])[CH3:49])[O:28][N:27]=1. (2) The product is: [Br:14][C:6]1[C:7](=[O:9])[NH:8][C:3]([S:2][CH3:1])=[N:4][C:5]=1[C:10]([F:13])([F:11])[F:12]. Given the reactants [CH3:1][S:2][C:3]1[NH:8][C:7](=[O:9])[CH:6]=[C:5]([C:10]([F:13])([F:12])[F:11])[N:4]=1.[Br:14]N1C(=O)CCC1=O.CCCCCC, predict the reaction product. (3) Given the reactants [C:1]1(S(OCC#C)(=O)=O)[CH:6]=CC=C[CH:2]=1.[NH2:14][CH:15]1[C:23]2[C:18](=[CH:19][CH:20]=[CH:21][CH:22]=2)[CH2:17][CH2:16]1.[OH-].[Na+], predict the reaction product. The product is: [CH:2]#[C:1][CH2:6][NH:14][C@H:15]1[C:23]2[CH:22]=[CH:21][CH:20]=[CH:19][C:18]=2[CH2:17][CH2:16]1. (4) Given the reactants [CH:1]1([CH2:4][O:5][C:6]2[CH:7]=[C:8]([CH:13]=[CH:14][C:15]=2[N:16]([CH2:21][CH2:22][N:23]2[CH2:28][CH2:27][N:26]([CH3:29])[CH2:25][CH2:24]2)[S:17]([CH3:20])(=[O:19])=[O:18])[C:9]([O:11]C)=[O:10])[CH2:3][CH2:2]1.[Li+:30].[OH-], predict the reaction product. The product is: [CH:1]1([CH2:4][O:5][C:6]2[CH:7]=[C:8]([CH:13]=[CH:14][C:15]=2[N:16]([CH2:21][CH2:22][N:23]2[CH2:24][CH2:25][N:26]([CH3:29])[CH2:27][CH2:28]2)[S:17]([CH3:20])(=[O:18])=[O:19])[C:9]([O-:11])=[O:10])[CH2:3][CH2:2]1.[Li+:30].